Dataset: Full USPTO retrosynthesis dataset with 1.9M reactions from patents (1976-2016). Task: Predict the reactants needed to synthesize the given product. (1) Given the product [Cl:1][C:2]1[CH:3]=[C:4]2[C:5]([CH:8]=[C:9]([C:10]([O:12][CH2:13][CH3:14])=[O:11])[NH:16]2)=[CH:6][CH:7]=1, predict the reactants needed to synthesize it. The reactants are: [Cl:1][C:2]1[CH:7]=[CH:6][C:5]([CH2:8][C:9](=O)[C:10]([O:12][CH2:13][CH3:14])=[O:11])=[C:4]([N+:16]([O-])=O)[CH:3]=1. (2) Given the product [C:31]([O:30][C:28](=[O:29])[NH:19][CH:20]([C:25]([N:14]1[CH2:15][CH:16]([OH:18])[CH2:17][CH:13]1[C:11]([C:6]1[C:5]2[C:9](=[CH:10][C:2]([F:1])=[CH:3][CH:4]=2)[NH:8][CH:7]=1)=[O:12])=[O:26])[C:21]([CH3:24])([CH3:23])[CH3:22])([CH3:34])([CH3:32])[CH3:33], predict the reactants needed to synthesize it. The reactants are: [F:1][C:2]1[CH:10]=[C:9]2[C:5]([C:6]([C:11]([CH:13]3[CH2:17][CH:16]([OH:18])[CH2:15][NH:14]3)=[O:12])=[CH:7][NH:8]2)=[CH:4][CH:3]=1.[NH:19]([C:28]([O:30][C:31]([CH3:34])([CH3:33])[CH3:32])=[O:29])[C@H:20]([C:25](O)=[O:26])[C:21]([CH3:24])([CH3:23])[CH3:22].CN(C(ON1N=NC2C=CC=NC1=2)=[N+](C)C)C.F[P-](F)(F)(F)(F)F.CN1CCOCC1. (3) Given the product [OH:21]/[N:20]=[C:12]1\[CH2:11][CH2:10][C:9]2[C:13]\1=[CH:14][CH:15]=[C:7]([C:6]1[N:2]([CH3:1])[C:3]([C:17]#[N:18])=[CH:4][CH:5]=1)[CH:8]=2, predict the reactants needed to synthesize it. The reactants are: [CH3:1][N:2]1[C:6]([C:7]2[CH:8]=[C:9]3[C:13](=[CH:14][CH:15]=2)[C:12](=O)[CH2:11][CH2:10]3)=[CH:5][CH:4]=[C:3]1[C:17]#[N:18].Cl.[NH2:20][OH:21]. (4) Given the product [NH2:41][C:37]1[CH:38]=[N:39][CH:40]=[C:35]([CH:1]2[CH2:3][CH2:2]2)[CH:36]=1, predict the reactants needed to synthesize it. The reactants are: [CH:1]1(B(O)O)[CH2:3][CH2:2]1.C1(P(C2CCCCC2)C2CCCCC2)CCCCC1.P([O-])([O-])([O-])=O.[K+].[K+].[K+].Br[C:35]1[CH:36]=[C:37]([NH2:41])[CH:38]=[N:39][CH:40]=1. (5) Given the product [CH3:15][N:16]1[CH2:21][CH2:20][N:19]([C:2]2[CH:11]=[CH:10][C:9]([N+:12]([O-:14])=[O:13])=[CH:8][C:3]=2[C:4]([O:6][CH3:7])=[O:5])[CH2:18][CH2:17]1, predict the reactants needed to synthesize it. The reactants are: F[C:2]1[CH:11]=[CH:10][C:9]([N+:12]([O-:14])=[O:13])=[CH:8][C:3]=1[C:4]([O:6][CH3:7])=[O:5].[CH3:15][N:16]1[CH2:21][CH2:20][NH:19][CH2:18][CH2:17]1.